The task is: Binary Classification. Given a drug SMILES string, predict its activity (active/inactive) in a high-throughput screening assay against a specified biological target.. This data is from HIV replication inhibition screening data with 41,000+ compounds from the AIDS Antiviral Screen. The compound is Cc1cc(S(=O)(=O)O)c(NC(=O)c2oc3cc(O)ccc3c(=O)c2C)cc1Cl. The result is 0 (inactive).